Dataset: Peptide-MHC class II binding affinity with 134,281 pairs from IEDB. Task: Regression. Given a peptide amino acid sequence and an MHC pseudo amino acid sequence, predict their binding affinity value. This is MHC class II binding data. (1) The peptide sequence is IRALVGDEVELPCRI. The MHC is DRB1_1302 with pseudo-sequence DRB1_1302. The binding affinity (normalized) is 0.512. (2) The binding affinity (normalized) is 0.623. The peptide sequence is LSLAVSSAVPTSWVP. The MHC is DRB1_0701 with pseudo-sequence DRB1_0701. (3) The peptide sequence is QVAFSYFPPPAAKED. The MHC is HLA-DQA10501-DQB10301 with pseudo-sequence HLA-DQA10501-DQB10301. The binding affinity (normalized) is 0.579. (4) The peptide sequence is IVALIIAIVVWTIV. The MHC is H-2-IAd with pseudo-sequence H-2-IAd. The binding affinity (normalized) is 0.266. (5) The peptide sequence is NAVFNFPPNGTHSWEYWGAQ. The MHC is DRB1_0301 with pseudo-sequence DRB1_0301. The binding affinity (normalized) is 0.